This data is from Full USPTO retrosynthesis dataset with 1.9M reactions from patents (1976-2016). The task is: Predict the reactants needed to synthesize the given product. (1) Given the product [Cl:21][C:15](=[O:17])[CH2:14][CH:11]1[CH2:12][CH2:13][N:8]([C:6]([O:5][C:1]([CH3:4])([CH3:3])[CH3:2])=[O:7])[CH2:9][CH2:10]1, predict the reactants needed to synthesize it. The reactants are: [C:1]([O:5][C:6]([N:8]1[CH2:13][CH2:12][CH:11]([CH2:14][C:15]([OH:17])=O)[CH2:10][CH2:9]1)=[O:7])([CH3:4])([CH3:3])[CH3:2].C(Cl)(=O)C([Cl:21])=O.CN(C=O)C. (2) The reactants are: [F:1][C:2]1[CH:3]=[C:4]([NH:9][C:10]([C:12]2[NH:13][C:14]3[C:19]([CH:20]=2)=[CH:18][C:17]([CH:21]([CH:23]2[CH2:27][CH2:26][NH:25][CH2:24]2)[CH3:22])=[CH:16][CH:15]=3)=[O:11])[CH:5]=[C:6]([F:8])[CH:7]=1.FC(F)(F)S(O[CH2:34][C:35]([F:38])([F:37])[F:36])(=O)=O. Given the product [F:1][C:2]1[CH:3]=[C:4]([NH:9][C:10]([C:12]2[NH:13][C:14]3[C:19]([CH:20]=2)=[CH:18][C:17]([CH:21]([CH:23]2[CH2:27][CH2:26][N:25]([CH2:34][C:35]([F:38])([F:37])[F:36])[CH2:24]2)[CH3:22])=[CH:16][CH:15]=3)=[O:11])[CH:5]=[C:6]([F:8])[CH:7]=1, predict the reactants needed to synthesize it. (3) Given the product [Cl:24][C:25]1[CH:33]=[C:32]([C:34]#[C:35][CH2:36][CH:37]([O:39][CH3:40])[CH3:38])[C:28]2[O:29][CH2:30][O:31][C:27]=2[C:26]=1[NH:41][C:2]1[C:11]2[C:6](=[CH:7][C:8]([O:14][CH2:15][CH2:16][CH2:17][N:18]3[CH2:23][CH2:22][O:21][CH2:20][CH2:19]3)=[C:9]([O:12][CH3:13])[CH:10]=2)[N:5]=[CH:4][N:3]=1, predict the reactants needed to synthesize it. The reactants are: Cl[C:2]1[C:11]2[C:6](=[CH:7][C:8]([O:14][CH2:15][CH2:16][CH2:17][N:18]3[CH2:23][CH2:22][O:21][CH2:20][CH2:19]3)=[C:9]([O:12][CH3:13])[CH:10]=2)[N:5]=[CH:4][N:3]=1.[Cl:24][C:25]1[CH:33]=[C:32]([C:34]#[C:35][CH2:36][CH:37]([O:39][CH3:40])[CH3:38])[C:28]2[O:29][CH2:30][O:31][C:27]=2[C:26]=1[NH2:41].C[Si]([N-][Si](C)(C)C)(C)C.[Na+].